From a dataset of Reaction yield outcomes from USPTO patents with 853,638 reactions. Predict the reaction yield, written as a fraction of the theoretical maximum amount of product (1.0 means a 100% yield; for example, 0.34 means a 34% yield). (1) The reactants are [CH2:1]([N:3]([CH2:17][CH2:18][OH:19])[C:4]1[CH:5]=[C:6]2[C:11](=[CH:12][CH:13]=1)[CH:10]=[C:9]([C:14](=[O:16])[CH3:15])[CH:8]=[CH:7]2)[CH3:2].[C:20]1([CH3:40])[CH:25]=[CH:24][C:23]([S:26](O[S:26]([C:23]2[CH:24]=[CH:25][C:20]([CH3:40])=[CH:21][CH:22]=2)(=[O:28])=[O:27])(=[O:28])=[O:27])=[CH:22][CH:21]=1.C(OCC)(=O)C.CCOCC. The catalyst is N1C=CC=CC=1.[Cl-].[Na+].O.ClCCl. The product is [C:14]([C:9]1[CH:10]=[C:11]2[C:6](=[CH:7][CH:8]=1)[CH:5]=[C:4]([N:3]([CH2:1][CH3:2])[CH2:17][CH2:18][O:19][S:26]([C:23]1[CH:24]=[CH:25][C:20]([CH3:40])=[CH:21][CH:22]=1)(=[O:28])=[O:27])[CH:13]=[CH:12]2)(=[O:16])[CH3:15]. The yield is 0.300. (2) The reactants are [CH3:1][S:2]([NH:5][C:6]1[CH:7]=[CH:8][C:9]([C:22]([F:25])([F:24])[F:23])=[C:10]([CH:21]=1)[C:11]([O:13][CH2:14][C:15]1[CH:20]=[CH:19][CH:18]=[CH:17][CH:16]=1)=[O:12])(=[O:4])=[O:3].Cl.Cl[CH2:28][CH2:29][N:30]1[CH2:35][CH2:34][O:33][CH2:32][CH2:31]1.C([O-])([O-])=O.[K+].[K+].C(OCC)(=O)C. The catalyst is CN(C=O)C.O. The product is [O:33]1[CH2:34][CH2:35][N:30]([CH2:29][CH2:28][N:5]([C:6]2[CH:7]=[CH:8][C:9]([C:22]([F:23])([F:24])[F:25])=[C:10]([CH:21]=2)[C:11]([O:13][CH2:14][C:15]2[CH:20]=[CH:19][CH:18]=[CH:17][CH:16]=2)=[O:12])[S:2]([CH3:1])(=[O:4])=[O:3])[CH2:31][CH2:32]1. The yield is 0.840. (3) The reactants are [N+:1]([C:4]1[CH:12]=[C:7]2[CH2:8][NH:9][CH2:10][CH2:11][N:6]2[N:5]=1)([O-:3])=[O:2].[CH:13](=O)[CH3:14].[BH3-]C#N.[Na+]. The catalyst is [Cl-].[Cl-].[Zn+2].CO. The product is [CH2:13]([N:9]1[CH2:10][CH2:11][N:6]2[N:5]=[C:4]([N+:1]([O-:3])=[O:2])[CH:12]=[C:7]2[CH2:8]1)[CH3:14]. The yield is 0.810. (4) The reactants are [C:1]([O:5][C:6]([NH:8][CH:9]([C@H:16]1[CH2:20][N:19]([C@@H:21]([C:23]2[CH:28]=[CH:27][CH:26]=[CH:25][CH:24]=2)[CH3:22])[C:18](=O)[CH2:17]1)[C:10]1[CH:15]=[CH:14][CH:13]=[CH:12][CH:11]=1)=[O:7])([CH3:4])([CH3:3])[CH3:2]. The catalyst is O1CCCC1. The product is [C:1]([O:5][C:6]([NH:8][CH:9]([C@@H:16]1[CH2:17][CH2:18][N:19]([C@@H:21]([C:23]2[CH:24]=[CH:25][CH:26]=[CH:27][CH:28]=2)[CH3:22])[CH2:20]1)[C:10]1[CH:15]=[CH:14][CH:13]=[CH:12][CH:11]=1)=[O:7])([CH3:2])([CH3:3])[CH3:4]. The yield is 0.880.